From a dataset of Catalyst prediction with 721,799 reactions and 888 catalyst types from USPTO. Predict which catalyst facilitates the given reaction. Reactant: [SH:1][C:2]1[NH:3][C:4]2[CH:10]=[C:9]([N+:11]([O-:13])=[O:12])[CH:8]=[CH:7][C:5]=2[N:6]=1.C(N(CC)CC)C.Cl.Cl[CH2:23][C:24]1[N:28]([CH2:29][CH2:30][CH3:31])[CH:27]=[N:26][CH:25]=1.O. Product: [N+:11]([C:9]1[CH:8]=[CH:7][C:5]2[N:6]=[C:2]([S:1][CH2:23][C:24]3[N:28]([CH2:29][CH2:30][CH3:31])[CH:27]=[N:26][CH:25]=3)[NH:3][C:4]=2[CH:10]=1)([O-:13])=[O:12]. The catalyst class is: 83.